This data is from Forward reaction prediction with 1.9M reactions from USPTO patents (1976-2016). The task is: Predict the product of the given reaction. (1) Given the reactants [CH2:1]([N:4]1[CH2:15][CH:14]2[CH2:16][CH:6]([C:7](=[O:18])[C:8]3[C:9]([OH:17])=[CH:10][CH:11]=[CH:12][C:13]=32)[CH2:5]1)[CH:2]=[CH2:3].N1C=CC=CC=1.[F:25][C:26]([F:39])([F:38])[S:27](O[S:27]([C:26]([F:39])([F:38])[F:25])(=[O:29])=[O:28])(=[O:29])=[O:28].Cl, predict the reaction product. The product is: [CH2:1]([N:4]1[CH2:15][CH:14]2[CH2:16][CH:6]([C:7](=[O:18])[C:8]3[C:9]([O:17][S:27]([C:26]([F:39])([F:38])[F:25])(=[O:29])=[O:28])=[CH:10][CH:11]=[CH:12][C:13]=32)[CH2:5]1)[CH:2]=[CH2:3]. (2) The product is: [F:37][C:2]([F:1])([C:33]([F:34])([F:35])[F:36])[CH2:3][CH2:4][C:5]1[CH:10]=[CH:9][C:8]([C:11]2[CH:12]=[CH:13][C:14]([S:17]([C:20]3([C:26]([OH:28])=[O:27])[CH2:25][CH2:24][O:23][CH2:22][CH2:21]3)(=[O:18])=[O:19])=[CH:15][CH:16]=2)=[CH:7][CH:6]=1. Given the reactants [F:1][C:2]([F:37])([C:33]([F:36])([F:35])[F:34])[CH2:3][CH2:4][C:5]1[CH:10]=[CH:9][C:8]([C:11]2[CH:16]=[CH:15][C:14]([S:17]([C:20]3([C:26]([O:28]C(C)(C)C)=[O:27])[CH2:25][CH2:24][O:23][CH2:22][CH2:21]3)(=[O:19])=[O:18])=[CH:13][CH:12]=2)=[CH:7][CH:6]=1, predict the reaction product. (3) Given the reactants [CH:1]1([C:4]2[O:5][C:6]([C:9]3[CH:10]=[C:11]4[C:15](=[CH:16][CH:17]=3)[N:14](S(C3C=CC(C)=CC=3)(=O)=O)[CH:13]=[C:12]4[C:28]3[N:33]=[C:32]([CH:34]4[CH2:36][CH2:35]4)[CH:31]=[CH:30][N:29]=3)=[N:7][N:8]=2)[CH2:3][CH2:2]1.[OH-].[Na+], predict the reaction product. The product is: [CH:1]1([C:4]2[O:5][C:6]([C:9]3[CH:10]=[C:11]4[C:15](=[CH:16][CH:17]=3)[NH:14][CH:13]=[C:12]4[C:28]3[N:33]=[C:32]([CH:34]4[CH2:36][CH2:35]4)[CH:31]=[CH:30][N:29]=3)=[N:7][N:8]=2)[CH2:3][CH2:2]1. (4) Given the reactants [Cl:1][C:2]1[C:7]([C:8](OCC)=[O:9])=[C:6]([CH3:13])[N:5]=[C:4]([CH3:14])[CH:3]=1.[H-].C([Al+]CC(C)C)C(C)C.O.O.O.O.O.O.O.O.O.O.S([O-])([O-])(=O)=O.[Na+].[Na+], predict the reaction product. The product is: [Cl:1][C:2]1[CH:3]=[C:4]([CH3:14])[N:5]=[C:6]([CH3:13])[C:7]=1[CH2:8][OH:9].